From a dataset of Catalyst prediction with 721,799 reactions and 888 catalyst types from USPTO. Predict which catalyst facilitates the given reaction. (1) Reactant: [Br:1][C:2]1[C:7]([CH3:8])=[CH:6][C:5]([OH:9])=[CH:4][C:3]=1[CH3:10].[I-].[K+].C(=O)([O-])[O-].[K+].[K+].[CH2:19]([O:21][CH2:22][CH2:23]Cl)[CH3:20]. Product: [Br:1][C:2]1[C:7]([CH3:8])=[CH:6][C:5]([O:9][CH2:20][CH2:19][O:21][CH2:22][CH3:23])=[CH:4][C:3]=1[CH3:10]. The catalyst class is: 9. (2) Reactant: Cl[C:2]1[N:7]=[C:6]2[NH:8][N:9]=[C:10]([S:11]([CH3:14])(=[O:13])=[O:12])[C:5]2=[C:4]([NH:15][CH:16]2[CH2:18][CH2:17]2)[N:3]=1.[O:19]1[CH2:24][CH2:23][N:22]([C:25]2[CH:31]=[CH:30][C:28]([NH2:29])=[CH:27][CH:26]=2)[CH2:21][CH2:20]1. Product: [CH:16]1([NH:15][C:4]2[N:3]=[C:2]([NH:29][C:28]3[CH:27]=[CH:26][C:25]([N:22]4[CH2:23][CH2:24][O:19][CH2:20][CH2:21]4)=[CH:31][CH:30]=3)[N:7]=[C:6]3[NH:8][N:9]=[C:10]([S:11]([CH3:14])(=[O:13])=[O:12])[C:5]=23)[CH2:18][CH2:17]1. The catalyst class is: 51.